From a dataset of Forward reaction prediction with 1.9M reactions from USPTO patents (1976-2016). Predict the product of the given reaction. Given the reactants [Br:1][C:2]1[CH:11]=[CH:10][C:5]([C:6]([NH:8][CH3:9])=[O:7])=[C:4]([CH2:12]O)[CH:3]=1.CN1CCN(C)C1=O.C([Mg]Cl)(C)C, predict the reaction product. The product is: [Br:1][C:2]1[CH:3]=[C:4]2[C:5](=[CH:10][CH:11]=1)[C:6](=[O:7])[N:8]([CH3:9])[CH2:12]2.